Dataset: Catalyst prediction with 721,799 reactions and 888 catalyst types from USPTO. Task: Predict which catalyst facilitates the given reaction. Reactant: [OH:1][CH2:2][C:3]1[C:12]2[C:7](=[CH:8][CH:9]=[CH:10][CH:11]=2)[CH:6]=[CH:5][C:4]=1[C:13]#[C:14][C:15]1([OH:19])[CH2:18][O:17][CH2:16]1.[CH3:20][S:21](Cl)(=[O:23])=[O:22]. Product: [CH3:20][S:21]([O:1][CH2:2][C:3]1[C:12]2[C:7](=[CH:8][CH:9]=[CH:10][CH:11]=2)[CH:6]=[CH:5][C:4]=1[C:13]#[C:14][C:15]1([OH:19])[CH2:18][O:17][CH2:16]1)(=[O:23])=[O:22]. The catalyst class is: 2.